Dataset: Catalyst prediction with 721,799 reactions and 888 catalyst types from USPTO. Task: Predict which catalyst facilitates the given reaction. (1) Reactant: [F:1][C:2]1[C:3]2[C:7]([CH:8]=[CH:9][CH:10]=1)=[N:6][N:5]1[C:11](=[O:28])[CH:12]=[C:13]([CH:15]3[CH2:20][CH2:19][N:18](C(OC(C)(C)C)=O)[CH2:17][CH2:16]3)[NH:14][C:4]=21.CO.[ClH:31]. Product: [ClH:31].[F:1][C:2]1[C:3]2[C:7]([CH:8]=[CH:9][CH:10]=1)=[N:6][N:14]1[C:13]([CH:15]3[CH2:20][CH2:19][NH:18][CH2:17][CH2:16]3)=[CH:12][C:11](=[O:28])[NH:5][C:4]=21. The catalyst class is: 12. (2) Reactant: Br[C:2]1[C:3]([O:13][C:14]2[CH:19]=[CH:18][C:17]([Cl:20])=[CH:16][C:15]=2[O:21][CH3:22])=[CH:4][C:5]([F:12])=[C:6]([CH:11]=1)[C:7]([O:9][CH3:10])=[O:8].O.[CH3:24][O:25][C:26]1[C:31](B(O)O)=[CH:30][CH:29]=[CH:28][N:27]=1. The catalyst class is: 6. Product: [Cl:20][C:17]1[CH:18]=[CH:19][C:14]([O:13][C:3]2[C:2]([C:31]3[C:26]([O:25][CH3:24])=[N:27][CH:28]=[CH:29][CH:30]=3)=[CH:11][C:6]([C:7]([O:9][CH3:10])=[O:8])=[C:5]([F:12])[CH:4]=2)=[C:15]([O:21][CH3:22])[CH:16]=1. (3) Reactant: [F-].C([N+](CCCC)(CCCC)CCCC)CCC.C([Si](C1C=CC=CC=1)(C1C=CC=CC=1)[O:24][CH2:25][CH2:26][CH2:27][CH2:28][CH2:29][CH2:30][CH2:31][CH2:32][CH2:33][CH2:34][CH2:35][CH:36]([S:57]([C:60]1[CH:65]=[CH:64][CH:63]=[CH:62][CH:61]=1)(=[O:59])=[O:58])[CH2:37][CH2:38][CH2:39][CH2:40]/[CH:41]=[CH:42]\[CH2:43]/[CH:44]=[CH:45]\[CH2:46]/[CH:47]=[CH:48]\[CH2:49]/[CH:50]=[CH:51]\[CH2:52][CH2:53][CH2:54][CH2:55][CH3:56])(C)(C)C.O. Product: [C:60]1([S:57]([CH:36]([CH2:37][CH2:38][CH2:39][CH2:40]/[CH:41]=[CH:42]\[CH2:43]/[CH:44]=[CH:45]\[CH2:46]/[CH:47]=[CH:48]\[CH2:49]/[CH:50]=[CH:51]\[CH2:52][CH2:53][CH2:54][CH2:55][CH3:56])[CH2:35][CH2:34][CH2:33][CH2:32][CH2:31][CH2:30][CH2:29][CH2:28][CH2:27][CH2:26][CH2:25][OH:24])(=[O:58])=[O:59])[CH:61]=[CH:62][CH:63]=[CH:64][CH:65]=1. The catalyst class is: 1. (4) Reactant: [Br-].[CH3:2]OC[P+](C1C=CC=CC=1)(C1C=CC=CC=1)C1C=CC=CC=1.CC(C)([O-])C.[K+].[CH:30]([CH:32]1[CH2:37][CH2:36][CH:35]([C:38]([O:40][CH3:41])=[O:39])[CH2:34][CH2:33]1)=O.O. Product: [CH:30]([CH:32]1[CH2:37][CH2:36][CH:35]([C:38]([O:40][CH3:41])=[O:39])[CH2:34][CH2:33]1)=[CH2:2]. The catalyst class is: 7. (5) Reactant: [F:1][C:2]1[CH:3]=[C:4]([CH:7]=[C:8]([F:10])[CH:9]=1)[C:5]#[N:6].C(=O)([O-])[O-].[K+].[K+].Cl.[NH2:18][OH:19]. Product: [F:1][C:2]1[CH:3]=[C:4]([CH:7]=[C:8]([F:10])[CH:9]=1)[C:5]([NH:18][OH:19])=[NH:6]. The catalyst class is: 5. (6) Reactant: Cl[C:2]1[N:7]=[C:6]([C:8]#[N:9])[CH:5]=[CH:4][N:3]=1.C([O-])([O-])=O.[Na+].[Na+].[NH2:16][C:17]1[N:22]=[CH:21][C:20]([C:23]2[CH:28]=[CH:27][C:26]([N:29]3[C@@H:33]([C:34]4[CH:39]=[CH:38][CH:37]=[CH:36][CH:35]=4)[C:32]([CH3:41])([CH3:40])[O:31][C:30]3=[O:42])=[CH:25][CH:24]=2)=[CH:19][C:18]=1B1OC(C)(C)C(C)(C)O1. Product: [NH2:16][C:17]1[C:18]([C:2]2[N:7]=[C:6]([C:8]#[N:9])[CH:5]=[CH:4][N:3]=2)=[CH:19][C:20]([C:23]2[CH:24]=[CH:25][C:26]([N:29]3[C@@H:33]([C:34]4[CH:39]=[CH:38][CH:37]=[CH:36][CH:35]=4)[C:32]([CH3:40])([CH3:41])[O:31][C:30]3=[O:42])=[CH:27][CH:28]=2)=[CH:21][N:22]=1. The catalyst class is: 12. (7) Reactant: [F:1][C:2]1[CH:3]=[C:4]([C:13]2[CH:18]=[CH:17][C:16]([S:19]([CH3:22])(=[O:21])=[O:20])=[CH:15][CH:14]=2)[CH:5]=[CH:6][C:7]=1[C:8]([O:10]CC)=[O:9].[OH-].[Na+]. Product: [F:1][C:2]1[CH:3]=[C:4]([C:13]2[CH:18]=[CH:17][C:16]([S:19]([CH3:22])(=[O:21])=[O:20])=[CH:15][CH:14]=2)[CH:5]=[CH:6][C:7]=1[C:8]([OH:10])=[O:9]. The catalyst class is: 200. (8) Reactant: [CH3:1][O:2][C:3]([C:5]1[CH:10]=[CH:9][C:8]([CH:11]([C:15]([OH:17])=O)C(O)=O)=[CH:7][CH:6]=1)=[O:4].[NH2:18][C:19]1[CH:20]=[CH:21][CH:22]=[C:23]2[C:28]=1[N:27]=[CH:26][CH:25]=[CH:24]2.C(Cl)CCl.O. Product: [O:17]=[C:15]([NH:18][C:19]1[CH:20]=[CH:21][CH:22]=[C:23]2[C:28]=1[N:27]=[CH:26][CH:25]=[CH:24]2)[CH2:11][C:8]1[CH:7]=[CH:6][C:5]([C:3]([O:2][CH3:1])=[O:4])=[CH:10][CH:9]=1. The catalyst class is: 100. (9) Reactant: [NH2:1][C:2]1[C:3]([F:11])=[C:4]([CH2:9][OH:10])[CH:5]=[C:6]([Br:8])[CH:7]=1.[O:12]1[CH2:16][CH2:15][CH2:14][CH:13]1[CH:17]=O.[NH4+].[Cl-]. Product: [Br:8][C:6]1[CH:7]=[C:2]([NH:1][CH2:17][CH:13]2[CH2:14][CH2:15][CH2:16][O:12]2)[C:3]([F:11])=[C:4]([CH2:9][OH:10])[CH:5]=1. The catalyst class is: 26. (10) Reactant: [CH3:1][O:2][C:3]([C:5]12[CH2:12][CH2:11][C:8]([C:13](=O)[NH:14][C:15]3[C:16](=[O:29])[N:17]([CH2:26][CH2:27][CH3:28])[C:18](=[O:25])[N:19]([CH2:22][CH2:23][CH3:24])[C:20]=3[NH2:21])([CH2:9][CH2:10]1)[CH2:7][CH2:6]2)=[O:4].[OH-].[K+]. Product: [CH3:1][O:2][C:3]([C:5]12[CH2:12][CH2:11][C:8]([C:13]3[NH:14][C:15]4[C:16](=[O:29])[N:17]([CH2:26][CH2:27][CH3:28])[C:18](=[O:25])[N:19]([CH2:22][CH2:23][CH3:24])[C:20]=4[N:21]=3)([CH2:9][CH2:10]1)[CH2:7][CH2:6]2)=[O:4]. The catalyst class is: 32.